Dataset: Forward reaction prediction with 1.9M reactions from USPTO patents (1976-2016). Task: Predict the product of the given reaction. (1) Given the reactants [F:1][C:2]([F:14])([C:7]1[CH:12]=[CH:11][C:10]([F:13])=[CH:9][CH:8]=1)[C:3]([NH:5][NH2:6])=[O:4].FF.[NH:17]1[C:27]2[C:22](=[CH:23][CH:24]=[CH:25][CH:26]=2)[C:20](=O)[C:18]1=[O:19], predict the reaction product. The product is: [O:19]=[C:18]1[NH:17][C:27]2[C:22](/[C:20]/1=[N:6]/[NH:5][C:3](=[O:4])[C:2]([F:1])([F:14])[C:7]1[CH:12]=[CH:11][C:10]([F:13])=[CH:9][CH:8]=1)=[CH:23][CH:24]=[CH:25][CH:26]=2. (2) Given the reactants [O:1]1[C:5]2[CH:6]=[CH:7][C:8](C(O)=O)=[CH:9][C:4]=2[CH2:3][CH2:2]1.C([N:15](CC)CC)C.C1(P(N=[N+]=[N-])(C2C=CC=CC=2)=O)C=CC=CC=1.[C:37](=[O:40])([O-])[OH:38].[Na+].[C:42](O)([CH3:45])([CH3:44])[CH3:43], predict the reaction product. The product is: [O:1]1[C:5]2[CH:6]=[CH:7][C:8]([NH:15][C:37](=[O:40])[O:38][C:42]([CH3:45])([CH3:44])[CH3:43])=[CH:9][C:4]=2[CH2:3][CH2:2]1.